From a dataset of Forward reaction prediction with 1.9M reactions from USPTO patents (1976-2016). Predict the product of the given reaction. (1) Given the reactants [CH:1]([B-](F)(F)F)=[CH2:2].[K+].C(N(CC)CC)C.C(O)CC.Br[C:20]1[CH:21]=[C:22]([O:44][CH3:45])[C:23]([NH:26][C:27](=[O:43])[C:28]2[CH:33]=[CH:32][CH:31]=[C:30]([S:34]([N:37]3[CH2:42][CH2:41][CH2:40][CH2:39][CH2:38]3)(=[O:36])=[O:35])[CH:29]=2)=[N:24][CH:25]=1, predict the reaction product. The product is: [CH3:45][O:44][C:22]1[C:23]([NH:26][C:27](=[O:43])[C:28]2[CH:33]=[CH:32][CH:31]=[C:30]([S:34]([N:37]3[CH2:42][CH2:41][CH2:40][CH2:39][CH2:38]3)(=[O:36])=[O:35])[CH:29]=2)=[N:24][CH:25]=[C:20]([CH:1]=[CH2:2])[CH:21]=1. (2) Given the reactants Cl[C:2]1[CH:7]=[C:6]([Cl:8])[N:5]=[C:4]([N:9]2[C:13]3[CH:14]=[CH:15][CH:16]=[C:17]([O:18][CH3:19])[C:12]=3[N:11]=[C:10]2[CH:20]([F:22])[F:21])[N:3]=1.[NH:23]1[CH2:28][CH2:27][O:26][CH2:25][CH2:24]1, predict the reaction product. The product is: [Cl:8][C:6]1[CH:7]=[C:2]([N:23]2[CH2:28][CH2:27][O:26][CH2:25][CH2:24]2)[N:3]=[C:4]([N:9]2[C:13]3[CH:14]=[CH:15][CH:16]=[C:17]([O:18][CH3:19])[C:12]=3[N:11]=[C:10]2[CH:20]([F:22])[F:21])[N:5]=1. (3) Given the reactants FC(F)(F)[C:3]1[CH:8]=[CH:7][CH:6]=[CH:5][C:4]=1[CH2:9][C:10]#[N:11].CC(C)([O-])C.[K+].Br[CH2:21][CH2:22][CH2:23][Cl:24], predict the reaction product. The product is: [Cl:24][CH2:23][CH2:22][CH2:21][CH:9]([C:4]1[CH:3]=[CH:8][CH:7]=[CH:6][CH:5]=1)[C:10]#[N:11]. (4) Given the reactants [NH:1]1[CH2:5][CH2:4][C@@H:3]2[CH2:6][N:7]([C:9]3[CH:10]=[C:11]([CH2:16][C:17]#[N:18])[C:12]([Br:15])=[N:13][CH:14]=3)[CH2:8][C@H:2]12.[C:19]([OH:26])(=[O:25])/[CH:20]=[CH:21]/[C:22]([OH:24])=[O:23], predict the reaction product. The product is: [C:19]([OH:26])(=[O:25])/[CH:20]=[CH:21]/[C:22]([OH:24])=[O:23].[NH:1]1[CH2:5][CH2:4][C@@H:3]2[CH2:6][N:7]([C:9]3[CH:10]=[C:11]([CH2:16][C:17]#[N:18])[C:12]([Br:15])=[N:13][CH:14]=3)[CH2:8][C@H:2]12. (5) Given the reactants [Cl:1][C:2]1[CH:8]=[CH:7][C:6]([Cl:9])=[CH:5][C:3]=1[NH2:4].[C:10](N1C=CN=C1)(N1C=CN=C1)=[S:11].[NH2:22][C:23]1[CH:28]=[CH:27][C:26]([NH:29][C:30]([C:32]2[N:33]=[N:34][S:35][CH:36]=2)=[O:31])=[CH:25][CH:24]=1, predict the reaction product. The product is: [Cl:1][C:2]1[CH:8]=[CH:7][C:6]([Cl:9])=[CH:5][C:3]=1[NH:4][C:10](=[S:11])[NH:22][C:23]1[CH:24]=[CH:25][C:26]([NH:29][C:30]([C:32]2[N:33]=[N:34][S:35][CH:36]=2)=[O:31])=[CH:27][CH:28]=1. (6) Given the reactants [CH:1]1([C:7]2[CH:12]=[CH:11][C:10]([C:13]3[C:14]([NH2:19])=[N:15][CH:16]=[CH:17][CH:18]=3)=[CH:9][CH:8]=2)[CH2:6][CH2:5][CH2:4][CH2:3][CH2:2]1.[H-].[Na+].Cl[CH2:23][CH2:24][S:25](Cl)(=[O:27])=[O:26].O, predict the reaction product. The product is: [CH:1]1([C:7]2[CH:12]=[CH:11][C:10]([C:13]3[C:14]4=[N:19][S:25](=[O:27])(=[O:26])[CH2:24][CH2:23][N:15]4[CH:16]=[CH:17][CH:18]=3)=[CH:9][CH:8]=2)[CH2:2][CH2:3][CH2:4][CH2:5][CH2:6]1. (7) Given the reactants [F:1][C:2]1[CH:3]=[C:4]([N:9]2[C:13]3[CH:14]=[CH:15][CH:16]=[CH:17][C:12]=3[NH:11][S:10]2(=[O:19])=[O:18])[CH:5]=[CH:6][C:7]=1[F:8].C1(P(C2C=CC=CC=2)C2C=CC=CC=2)C=CC=CC=1.O[CH2:40][CH2:41][N:42]1[CH2:47][CH2:46][N:45]([C:48]([O:50][C:51]([CH3:54])([CH3:53])[CH3:52])=[O:49])[CH2:44][CH2:43]1.CC(OC(/N=N/C(OC(C)C)=O)=O)C, predict the reaction product. The product is: [F:1][C:2]1[CH:3]=[C:4]([N:9]2[C:13]3[CH:14]=[CH:15][CH:16]=[CH:17][C:12]=3[N:11]([CH2:40][CH2:41][N:42]3[CH2:47][CH2:46][N:45]([C:48]([O:50][C:51]([CH3:52])([CH3:54])[CH3:53])=[O:49])[CH2:44][CH2:43]3)[S:10]2(=[O:18])=[O:19])[CH:5]=[CH:6][C:7]=1[F:8]. (8) Given the reactants C([C@H]1COC(=O)N1C(=O)[C@@H:15]([O:46][CH3:47])[CH2:16][C:17]1[C:26]2[C:21](=[CH:22][CH:23]=[CH:24][CH:25]=2)[C:20]([O:27][CH2:28][CH2:29][C:30]2[N:31]=[C:32]([C:36]3[CH:41]=[CH:40][C:39]([C:42]([F:45])([F:44])[F:43])=[CH:38][CH:37]=3)[O:33][C:34]=2[CH3:35])=[CH:19][CH:18]=1)C1C=CC=CC=1.[OH-:49].[Na+].C1[CH2:55][O:54]CC1, predict the reaction product. The product is: [CH3:47][O:46][C@@H:15]([CH2:16][C:17]1[C:26]2[C:21](=[CH:22][CH:23]=[CH:24][CH:25]=2)[C:20]([O:27][CH2:28][CH2:29][C:30]2[N:31]=[C:32]([C:36]3[CH:37]=[CH:38][C:39]([C:42]([F:44])([F:45])[F:43])=[CH:40][CH:41]=3)[O:33][C:34]=2[CH3:35])=[CH:19][CH:18]=1)[C:55]([OH:54])=[O:49]. (9) Given the reactants C1(C)C=CC=CC=1.Br[C:9]1[C:10]([CH3:29])=[C:11]([CH3:28])[C:12]2[O:16][C:15]([CH3:18])([CH3:17])[CH:14]([C:19]3[CH:24]=[CH:23][C:22]([CH3:25])=[CH:21][CH:20]=3)[C:13]=2[C:26]=1[CH3:27].[CH3:30][O:31][C:32]1[CH:33]=[C:34]([CH:37]=[CH:38][C:39]=1[O:40][CH3:41])[CH2:35][NH2:36].CC(C)([O-])C.[Na+], predict the reaction product. The product is: [CH3:30][O:31][C:32]1[CH:33]=[C:34]([CH:37]=[CH:38][C:39]=1[O:40][CH3:41])[CH2:35][NH:36][C:9]1[C:10]([CH3:29])=[C:11]([CH3:28])[C:12]2[O:16][C:15]([CH3:18])([CH3:17])[CH:14]([C:19]3[CH:24]=[CH:23][C:22]([CH3:25])=[CH:21][CH:20]=3)[C:13]=2[C:26]=1[CH3:27].